This data is from Forward reaction prediction with 1.9M reactions from USPTO patents (1976-2016). The task is: Predict the product of the given reaction. (1) Given the reactants [Cl:1][C:2]1[C:10]2[C:5](=[CH:6][CH:7]=[C:8]([CH2:11]O)[CH:9]=2)[N:4]([C:13]([O:15][C:16]([CH3:19])([CH3:18])[CH3:17])=[O:14])[CH:3]=1.CCN(CC)CC.CS([Cl:31])(=O)=O, predict the reaction product. The product is: [Cl:1][C:2]1[C:10]2[C:5](=[CH:6][CH:7]=[C:8]([CH2:11][Cl:31])[CH:9]=2)[N:4]([C:13]([O:15][C:16]([CH3:19])([CH3:18])[CH3:17])=[O:14])[CH:3]=1. (2) The product is: [N:16]1([C:25]2[CH:35]=[CH:34][C:28]([C:29](=[O:30])[CH2:9][C:10]3[CH:15]=[N:14][CH:13]=[CH:12][N:11]=3)=[CH:27][CH:26]=2)[C:20]2=[N:21][CH:22]=[CH:23][CH:24]=[C:19]2[CH:18]=[CH:17]1. Given the reactants [Li+].CC([N-]C(C)C)C.[CH3:9][C:10]1[CH:15]=[N:14][CH:13]=[CH:12][N:11]=1.[N:16]1([C:25]2[CH:35]=[CH:34][C:28]([C:29](OCC)=[O:30])=[CH:27][CH:26]=2)[C:20]2=[N:21][CH:22]=[CH:23][CH:24]=[C:19]2[CH:18]=[CH:17]1.O, predict the reaction product. (3) Given the reactants FC(F)(F)C(O)=O.[CH2:8]([O:12][C:13]1[N:21]=[C:20]2[C:16]([N:17]=[C:18]([O:22][CH3:23])[NH:19]2)=[C:15]([NH2:24])[N:14]=1)[CH2:9][CH2:10][CH3:11].C(=O)([O-])[O-].[K+].[K+].Br[CH2:32][CH:33]1[CH2:38][CH2:37][CH2:36][N:35]([C:39]([O:41][CH2:42][C:43]2[CH:48]=[CH:47][CH:46]=[CH:45][CH:44]=2)=[O:40])[CH2:34]1, predict the reaction product. The product is: [NH2:24][C:15]1[N:14]=[C:13]([O:12][CH2:8][CH2:9][CH2:10][CH3:11])[N:21]=[C:20]2[C:16]=1[N:17]=[C:18]([O:22][CH3:23])[N:19]2[CH2:32][CH:33]1[CH2:38][CH2:37][CH2:36][N:35]([C:39]([O:41][CH2:42][C:43]2[CH:44]=[CH:45][CH:46]=[CH:47][CH:48]=2)=[O:40])[CH2:34]1. (4) Given the reactants [CH3:1][O:2][C:3](=[O:26])[C:4]1[CH:9]=[C:8]([CH:10]([OH:12])[CH3:11])[C:7]([O:13][CH2:14][C:15]23[CH2:24][CH:19]4[CH2:20][CH:21]([CH2:23][CH:17]([CH2:18]4)[CH2:16]2)[CH2:22]3)=[CH:6][C:5]=1[F:25].N1C(C)=CC=CC=1C.FC(F)(F)S(O[Si:41]([C:44]([CH3:47])([CH3:46])[CH3:45])([CH3:43])[CH3:42])(=O)=O, predict the reaction product. The product is: [C:15]12([CH2:14][O:13][C:7]3[C:8]([CH:10]([O:12][Si:41]([C:44]([CH3:47])([CH3:46])[CH3:45])([CH3:43])[CH3:42])[CH3:11])=[CH:9][C:4]([C:3]([O:2][CH3:1])=[O:26])=[C:5]([F:25])[CH:6]=3)[CH2:24][CH:19]3[CH2:20][CH:21]([CH2:23][CH:17]([CH2:18]3)[CH2:16]1)[CH2:22]2. (5) Given the reactants C1([C@@H](N2CCCC2)CO)C=CC=CC=1.[C:15]1([C@H:21](O)[CH2:22][N:23]2[CH2:27][CH2:26][CH2:25][CH2:24]2)[CH:20]=[CH:19][CH:18]=[CH:17][CH:16]=1.[CH3:29][NH:30][C:31]1[CH:40]=[CH:39][C:34]([C:35]([O:37][CH3:38])=[O:36])=[CH:33][CH:32]=1, predict the reaction product. The product is: [C:15]1([C@H:21]([N:30]([C:31]2[CH:40]=[CH:39][C:34]([C:35]([O:37][CH3:38])=[O:36])=[CH:33][CH:32]=2)[CH3:29])[CH2:22][N:23]2[CH2:27][CH2:26][CH2:25][CH2:24]2)[CH:20]=[CH:19][CH:18]=[CH:17][CH:16]=1. (6) The product is: [Br:1][C:2]1[C:7]([NH:8][C:15]([C:12]2[CH:13]=[CH:14][O:10][N:11]=2)=[O:16])=[CH:6][C:5]([F:9])=[CH:4][N:3]=1. Given the reactants [Br:1][C:2]1[C:7]([NH2:8])=[CH:6][C:5]([F:9])=[CH:4][N:3]=1.[O:10]1[CH:14]=[CH:13][C:12]([C:15](O)=[O:16])=[N:11]1, predict the reaction product. (7) Given the reactants Br[C:2]1[C:3]([O:9][CH:10]([CH3:12])[CH3:11])=[N:4][CH:5]=[C:6]([CH3:8])[CH:7]=1.[NH2:13][C:14]1[CH:15]=[C:16]2[C:20]3=[C:21]([CH2:23][O:24][CH2:25][CH2:26][N:19]3[C@H:18]3[CH2:27][CH2:28][N:29](C(OC(C)(C)C)=O)[CH2:30][C@@H:17]23)[CH:22]=1.[Cl:38]CCl, predict the reaction product. The product is: [ClH:38].[ClH:38].[CH:10]([O:9][C:3]1[C:2]([NH:13][C:14]2[CH:15]=[C:16]3[C:20]4=[C:21]([CH2:23][O:24][CH2:25][CH2:26][N:19]4[C@H:18]4[CH2:27][CH2:28][NH:29][CH2:30][C@@H:17]34)[CH:22]=2)=[CH:7][C:6]([CH3:8])=[CH:5][N:4]=1)([CH3:12])[CH3:11]. (8) Given the reactants Br[C:2]1[CH:3]=[C:4]([NH:8][C:9](=[O:15])[O:10][C:11]([CH3:14])([CH3:13])[CH3:12])[CH:5]=[N:6][CH:7]=1.[B:16]1([B:16]2[O:20][C:19]([CH3:22])([CH3:21])[C:18]([CH3:24])([CH3:23])[O:17]2)[O:20][C:19]([CH3:22])([CH3:21])[C:18]([CH3:24])([CH3:23])[O:17]1.CC([O-])=O.[K+].O1CCOCC1, predict the reaction product. The product is: [CH3:23][C:18]1([CH3:24])[C:19]([CH3:22])([CH3:21])[O:20][B:16]([C:2]2[CH:3]=[C:4]([NH:8][C:9](=[O:15])[O:10][C:11]([CH3:14])([CH3:13])[CH3:12])[CH:5]=[N:6][CH:7]=2)[O:17]1. (9) The product is: [Br:1][C:2]1[C:3]([Cl:13])=[C:4]([C:8]([OH:10])=[O:9])[S:5][C:6]=1[Br:7]. Given the reactants [Br:1][C:2]1[C:3]([Cl:13])=[C:4]([C:8]([O:10]CC)=[O:9])[S:5][C:6]=1[Br:7].[OH-].[Li+].C1COCC1.Cl, predict the reaction product.